This data is from Full USPTO retrosynthesis dataset with 1.9M reactions from patents (1976-2016). The task is: Predict the reactants needed to synthesize the given product. (1) The reactants are: [CH3:1][C:2]1[N:3]=[C:4]2[CH:9]=[N:8][CH:7]=[CH:6][N:5]2[CH:10]=1. Given the product [CH3:1][C:2]1[N:3]=[C:4]2[CH2:9][NH:8][CH2:7][CH2:6][N:5]2[CH:10]=1, predict the reactants needed to synthesize it. (2) Given the product [F:14][C:2]([F:1])([CH3:13])[CH2:3][CH2:4][CH2:5][CH2:6][N:7]1[CH:11]=[C:10]([NH:12][C:21]([C:19]2[N:20]=[C:16]([CH3:15])[O:17][C:18]=2[C:24]2[CH:25]=[CH:26][CH:27]=[CH:28][CH:29]=2)=[O:22])[CH:9]=[N:8]1, predict the reactants needed to synthesize it. The reactants are: [F:1][C:2]([F:14])([CH3:13])[CH2:3][CH2:4][CH2:5][CH2:6][N:7]1[CH:11]=[C:10]([NH2:12])[CH:9]=[N:8]1.[CH3:15][C:16]1[O:17][C:18]([C:24]2[CH:29]=[CH:28][CH:27]=[CH:26][CH:25]=2)=[C:19]([C:21](O)=[O:22])[N:20]=1. (3) Given the product [N+:1]([C:4]1[CH:5]=[CH:6][C:7]([N:10]2[C:11]3=[N:12][C:13]4[CH:19]=[CH:18][CH:17]=[CH:16][C:14]=4[N:15]3[C:31](=[O:32])[CH2:30]2)=[CH:8][CH:9]=1)([O-:3])=[O:2], predict the reactants needed to synthesize it. The reactants are: [N+:1]([C:4]1[CH:9]=[CH:8][C:7]([NH:10][C:11]2[NH:15][C:14]3[CH:16]=[CH:17][CH:18]=[CH:19][C:13]=3[N:12]=2)=[CH:6][CH:5]=1)([O-:3])=[O:2].C(N(CC)C(C)C)(C)C.Br[CH2:30][C:31](Br)=[O:32]. (4) The reactants are: [CH3:1][N:2]1[CH:11]=[C:10](B2OC(C)(C)C(C)(C)O2)[C:9]2[C:4](=[CH:5][CH:6]=[CH:7][CH:8]=2)[C:3]1=[O:21].Br[C:23]1[CH:28]=[C:27]([S:29]([CH3:32])(=[O:31])=[O:30])[CH:26]=[CH:25][C:24]=1[NH:33][CH:34]1[CH2:38][CH2:37][O:36][CH2:35]1.[O-]P([O-])([O-])=O.[K+].[K+].[K+]. Given the product [CH3:1][N:2]1[CH:11]=[C:10]([C:23]2[CH:28]=[C:27]([S:29]([CH3:32])(=[O:31])=[O:30])[CH:26]=[CH:25][C:24]=2[NH:33][CH:34]2[CH2:38][CH2:37][O:36][CH2:35]2)[C:9]2[C:4](=[CH:5][CH:6]=[CH:7][CH:8]=2)[C:3]1=[O:21], predict the reactants needed to synthesize it. (5) The reactants are: [SH:1][CH2:2][CH2:3][OH:4].[OH-].[Na+].[Cl:7][CH2:8][CH2:9][N:10]([CH2:34][CH2:35][Cl:36])[P:11]([N:27]([CH2:31][CH2:32][Cl:33])[CH2:28][CH2:29][Cl:30])(=[O:26])[O:12][CH2:13][CH2:14]OS(C1C=CC(Br)=CC=1)(=O)=O. Given the product [Cl:36][CH2:35][CH2:34][N:10]([CH2:9][CH2:8][Cl:7])[P:11]([N:27]([CH2:28][CH2:29][Cl:30])[CH2:31][CH2:32][Cl:33])(=[O:26])[O:12][CH2:13][CH2:14][S:1][CH2:2][CH2:3][OH:4], predict the reactants needed to synthesize it. (6) Given the product [CH2:21]([O:20][C:18]([C@@H:17]1[CH2:23][CH2:24][CH2:25][N:15]([CH:2]2[CH2:7][CH2:6][N:5]([C:8]([O:10][C:11]([CH3:14])([CH3:13])[CH3:12])=[O:9])[CH2:4][CH2:3]2)[CH2:16]1)=[O:19])[CH3:22], predict the reactants needed to synthesize it. The reactants are: O=[C:2]1[CH2:7][CH2:6][N:5]([C:8]([O:10][C:11]([CH3:14])([CH3:13])[CH3:12])=[O:9])[CH2:4][CH2:3]1.[NH:15]1[CH2:25][CH2:24][CH2:23][C@@H:17]([C:18]([O:20][CH2:21][CH3:22])=[O:19])[CH2:16]1.C([BH3-])#N.[Na+].O. (7) Given the product [C:8]([C:6]1[CH:5]=[CH:4][C:3]([C@@H:10]2[C:15]([C:16]#[N:17])=[C:14]([CH3:18])[N:13]([C:19]3[CH:24]=[CH:23][CH:22]=[C:21]([C:25]([F:26])([F:27])[F:28])[CH:20]=3)[C:12](=[O:29])[N:11]2[CH3:30])=[C:2]([S:37]([Cl:31])(=[O:39])=[O:38])[CH:7]=1)#[N:9], predict the reactants needed to synthesize it. The reactants are: N[C:2]1[CH:7]=[C:6]([C:8]#[N:9])[CH:5]=[CH:4][C:3]=1[C@@H:10]1[C:15]([C:16]#[N:17])=[C:14]([CH3:18])[N:13]([C:19]2[CH:24]=[CH:23][CH:22]=[C:21]([C:25]([F:28])([F:27])[F:26])[CH:20]=2)[C:12](=[O:29])[N:11]1[CH3:30].[ClH:31].O.N([O-])=O.[Na+].[S:37](=[O:39])=[O:38]. (8) Given the product [Cl:5][CH2:15][C:13]1[CH:14]=[C:9]([O:8][CH2:6][CH3:7])[C:10]([C:20]2[CH:25]=[CH:24][C:23]([F:26])=[CH:22][CH:21]=2)=[C:11]([O:17][CH2:18][CH3:19])[CH:12]=1, predict the reactants needed to synthesize it. The reactants are: CS([Cl:5])(=O)=O.[CH2:6]([O:8][C:9]1[CH:14]=[C:13]([CH2:15]O)[CH:12]=[C:11]([O:17][CH2:18][CH3:19])[C:10]=1[C:20]1[CH:25]=[CH:24][C:23]([F:26])=[CH:22][CH:21]=1)[CH3:7].C(N(CC)CC)C. (9) Given the product [CH3:28][N:25]1[C:26]2[C:21](=[CH:20][CH:19]=[C:18]([CH:12]([CH2:13][CH2:14][CH2:15][CH2:16][CH3:17])[CH:11]=[CH:10][C:7]3[CH:6]=[CH:5][C:4]([C:3]([OH:31])=[O:2])=[CH:9][CH:8]=3)[CH:27]=2)[C:22]([CH3:29])([CH3:30])[CH2:23][CH2:24]1, predict the reactants needed to synthesize it. The reactants are: C[O:2][C:3](=[O:31])[C:4]1[CH:9]=[CH:8][C:7]([CH:10]=[CH:11][CH:12]([C:18]2[CH:27]=[C:26]3[C:21]([C:22]([CH3:30])([CH3:29])[CH2:23][CH2:24][N:25]3[CH3:28])=[CH:20][CH:19]=2)[CH2:13][CH2:14][CH2:15][CH2:16][CH3:17])=[CH:6][CH:5]=1.O.[OH-].[Li+].Cl.